From a dataset of Reaction yield outcomes from USPTO patents with 853,638 reactions. Predict the reaction yield, written as a fraction of the theoretical maximum amount of product (1.0 means a 100% yield; for example, 0.34 means a 34% yield). (1) The reactants are [Br:1][C:2]1[CH:7]=[CH:6][C:5]([NH:8][C:9]2[N:10]([CH3:19])[C:11](=[O:18])[CH:12]=[CH:13][C:14]=2[C:15]([OH:17])=O)=[C:4]([F:20])[CH:3]=1.CCN=C=NCCCN(C)C.C1C=CC2N(O)N=NC=2C=1.[CH:42]1([CH2:45][O:46][NH2:47])[CH2:44][CH2:43]1.CCN(CC)CC. The catalyst is CC(N(C)C)=O.CCOC(C)=O. The product is [CH:42]1([CH2:45][O:46][NH:47][C:15]([C:14]2[CH:13]=[CH:12][C:11](=[O:18])[N:10]([CH3:19])[C:9]=2[NH:8][C:5]2[CH:6]=[CH:7][C:2]([Br:1])=[CH:3][C:4]=2[F:20])=[O:17])[CH2:44][CH2:43]1. The yield is 0.570. (2) The reactants are Br[C:2]1[CH:3]=[CH:4][C:5]([C:8]2[CH:12]=[C:11]([C:13]3[CH:18]=[CH:17][CH:16]=[CH:15][N:14]=3)[N:10]([CH2:19][C:20]3[CH:25]=[CH:24][CH:23]=[CH:22][C:21]=3[F:26])[N:9]=2)=[N:6][CH:7]=1.[CH3:27][S:28]([O-:30])=[O:29].[Na+].[NH4+].[Cl-].C([O-])(O)=O.[Na+]. The catalyst is CS(C)=O.[Cu]I. The product is [F:26][C:21]1[CH:22]=[CH:23][CH:24]=[CH:25][C:20]=1[CH2:19][N:10]1[C:11]([C:13]2[CH:18]=[CH:17][CH:16]=[CH:15][N:14]=2)=[CH:12][C:8]([C:5]2[CH:4]=[CH:3][C:2]([S:28]([CH3:27])(=[O:30])=[O:29])=[CH:7][N:6]=2)=[N:9]1. The yield is 0.610. (3) The reactants are CN(C=O)C.[C:6]([NH2:9])(=[O:8])[CH3:7].[Cl:10][C:11]1[CH:12]=[C:13]([F:18])[C:14](F)=[N:15][CH:16]=1.Cl. The catalyst is C1COCC1. The product is [C:6]([NH:9][C:14]1[C:13]([F:18])=[CH:12][C:11]([Cl:10])=[CH:16][N:15]=1)(=[O:8])[CH3:7]. The yield is 0.720. (4) The reactants are [N:1]1[C:9]([NH2:10])=[C:8]2[C:4]([NH:5][CH:6]=[N:7]2)=[N:3][CH:2]=1.[H-].[Na+].Br[CH2:14][C:15]1[N:16]([C:27]2[CH:32]=[CH:31][CH:30]=[CH:29][C:28]=2[CH3:33])[C:17](=[O:26])[C:18]2[C:23]([CH:24]=1)=[CH:22][CH:21]=[CH:20][C:19]=2[CH3:25]. The catalyst is CN(C=O)C. The product is [NH2:10][C:9]1[N:1]=[CH:2][N:3]=[C:4]2[C:8]=1[N:7]=[CH:6][N:5]2[CH2:14][C:15]1[N:16]([C:27]2[CH:32]=[CH:31][CH:30]=[CH:29][C:28]=2[CH3:33])[C:17](=[O:26])[C:18]2[C:23]([CH:24]=1)=[CH:22][CH:21]=[CH:20][C:19]=2[CH3:25]. The yield is 0.700. (5) The reactants are [C:1]([O:5][C:6](=[O:15])[CH:7]([O:11][C:12](=[O:14])[CH3:13])[C:8]([CH3:10])=[O:9])([CH3:4])([CH3:3])[CH3:2].[H-].[Na+].[CH2:18](Br)[CH3:19]. The catalyst is CN(C=O)C. The product is [C:1]([O:5][C:6](=[O:15])[C:7]([O:11][C:12](=[O:14])[CH3:13])([C:8](=[O:9])[CH3:10])[CH2:18][CH3:19])([CH3:2])([CH3:3])[CH3:4]. The yield is 0.790. (6) The reactants are [C:1]1([N:7]2[N:11]=[C:10]([CH2:12][C:13]#[N:14])[C:9]([CH2:15][CH3:16])=[N:8]2)[CH:6]=[CH:5][CH:4]=[CH:3][CH:2]=1.C([O:19][C:20]([C:22]1[N:26]([CH3:27])[N:25]=[C:24]([CH3:28])[C:23]=1[CH3:29])=O)C.C(OCCOCCO)C.[Na].Cl. The catalyst is O.COCCOCCOC.CCCCCCC. The product is [O:19]=[C:20]([C:22]1[N:26]([CH3:27])[N:25]=[C:24]([CH3:28])[C:23]=1[CH3:29])[CH:12]([C:10]1[C:9]([CH2:15][CH3:16])=[N:8][N:7]([C:1]2[CH:6]=[CH:5][CH:4]=[CH:3][CH:2]=2)[N:11]=1)[C:13]#[N:14]. The yield is 0.900.